This data is from Peptide-MHC class II binding affinity with 134,281 pairs from IEDB. The task is: Regression. Given a peptide amino acid sequence and an MHC pseudo amino acid sequence, predict their binding affinity value. This is MHC class II binding data. (1) The peptide sequence is VVHITDDNEE. The MHC is DRB1_0301 with pseudo-sequence DRB1_0301. The binding affinity (normalized) is 0.120. (2) The peptide sequence is KEYTFPITLSSTSNP. The MHC is HLA-DQA10102-DQB10602 with pseudo-sequence HLA-DQA10102-DQB10602. The binding affinity (normalized) is 0.262. (3) The peptide sequence is PSAEFRRTAPPSLYG. The MHC is DRB1_0401 with pseudo-sequence DRB1_0401. The binding affinity (normalized) is 0.167. (4) The peptide sequence is TLTPMMSSKFPELGM. The MHC is HLA-DPA10103-DPB10301 with pseudo-sequence HLA-DPA10103-DPB10301. The binding affinity (normalized) is 0. (5) The peptide sequence is MGNKQAKAPETKDSP. The MHC is DRB1_0101 with pseudo-sequence DRB1_0101. The binding affinity (normalized) is 0. (6) The peptide sequence is NNPKEWLQVDFQKTVKVTGV. The MHC is DRB1_0901 with pseudo-sequence DRB1_0901. The binding affinity (normalized) is 0. (7) The peptide sequence is ILQLLKDFLELLRYL. The MHC is DRB1_0405 with pseudo-sequence DRB1_0405. The binding affinity (normalized) is 0.446. (8) The binding affinity (normalized) is 0.496. The peptide sequence is THGIRPVVSTQLLLY. The MHC is DRB1_0401 with pseudo-sequence DRB1_0401. (9) The MHC is DRB1_0301 with pseudo-sequence DRB1_0301. The peptide sequence is ILDLWVYHTQGYFPD. The binding affinity (normalized) is 0.734. (10) The peptide sequence is SGKLFMHVTLGSDVE. The MHC is DRB1_0301 with pseudo-sequence DRB1_0301. The binding affinity (normalized) is 0.190.